Task: Predict the reactants needed to synthesize the given product.. Dataset: Full USPTO retrosynthesis dataset with 1.9M reactions from patents (1976-2016) (1) Given the product [Br:1][C:2]1[CH:11]=[CH:10][C:9]2[O:8][CH:7]3[CH2:12][CH2:13][O:14][CH2:15][CH:6]3[C:5]3([C:35](=[O:36])[NH:22][C:17](=[O:20])[NH:21]3)[C:4]=2[CH:3]=1, predict the reactants needed to synthesize it. The reactants are: [Br:1][C:2]1[CH:11]=[CH:10][C:9]2[O:8][C@@H:7]3[CH2:12][CH2:13][O:14][CH2:15][C@@H:6]3[C:5](=O)[C:4]=2[CH:3]=1.[C:17](=[O:20])([O-])[O-].[NH4+:21].[NH4+:22].[C-]#N.[K+].S([O-])(O)=O.[Na+].Cl.CCO[C:35](C)=[O:36]. (2) Given the product [C:1]([O:5][C:6]([N:8]1[CH2:13][CH2:12][CH:11]([N:14]([C:15]2[CH:16]=[CH:17][C:18]([O:21][CH2:22][C:23]3[CH:28]=[CH:27][CH:26]=[CH:25][CH:24]=3)=[CH:19][CH:20]=2)[CH2:29][CH2:30][CH:31]([CH3:33])[CH3:32])[CH2:10][CH2:9]1)=[O:7])([CH3:4])([CH3:2])[CH3:3], predict the reactants needed to synthesize it. The reactants are: [C:1]([O:5][C:6]([N:8]1[CH2:13][CH2:12][CH:11]([NH:14][C:15]2[CH:20]=[CH:19][C:18]([O:21][CH2:22][C:23]3[CH:28]=[CH:27][CH:26]=[CH:25][CH:24]=3)=[CH:17][CH:16]=2)[CH2:10][CH2:9]1)=[O:7])([CH3:4])([CH3:3])[CH3:2].[CH:29](=O)[CH2:30][CH:31]([CH3:33])[CH3:32].[BH-](OC(C)=O)(OC(C)=O)OC(C)=O.[Na+]. (3) Given the product [NH2:1][C:2]1[N:25]=[C:24]([Cl:26])[C:23]([Br:32])=[CH:22][C:3]=1[C:4]([NH:6][CH2:7][C:8]1[CH:9]=[CH:10][C:11]([O:14][CH2:15][C:16]2[CH:21]=[CH:20][CH:19]=[CH:18][CH:17]=2)=[CH:12][CH:13]=1)=[O:5], predict the reactants needed to synthesize it. The reactants are: [NH2:1][C:2]1[N:25]=[C:24]([Cl:26])[CH:23]=[CH:22][C:3]=1[C:4]([NH:6][CH2:7][C:8]1[CH:13]=[CH:12][C:11]([O:14][CH2:15][C:16]2[CH:21]=[CH:20][CH:19]=[CH:18][CH:17]=2)=[CH:10][CH:9]=1)=[O:5].CN(C)C=O.[Br:32]N1C(=O)CCC1=O.